From a dataset of Forward reaction prediction with 1.9M reactions from USPTO patents (1976-2016). Predict the product of the given reaction. (1) Given the reactants [NH2:1][C:2]1[N:10]=[CH:9][CH:8]=[CH:7][C:3]=1[C:4]([OH:6])=[O:5].[Br:11]Br, predict the reaction product. The product is: [NH2:1][C:2]1[N:10]=[CH:9][C:8]([Br:11])=[CH:7][C:3]=1[C:4]([OH:6])=[O:5]. (2) Given the reactants [CH2:1]([O:8][N:9]1[C:15](=[O:16])[N:14]2[CH2:17][C@H:10]1[CH2:11][CH2:12][C@H:13]2[C:18]([OH:20])=O)[C:2]1[CH:7]=[CH:6][CH:5]=[CH:4][CH:3]=1.[NH2:21][N:22]1[CH2:27][CH2:26][N:25]([C:28]([O:30][C:31]([CH3:34])([CH3:33])[CH3:32])=[O:29])[CH2:24][CH2:23]1.ON1C2C=CC=CC=2N=N1.Cl.C(N=C=NCCCN(C)C)C, predict the reaction product. The product is: [CH2:1]([O:8][N:9]1[C:15](=[O:16])[N:14]2[CH2:17][C@H:10]1[CH2:11][CH2:12][C@H:13]2[C:18]([NH:21][N:22]1[CH2:23][CH2:24][N:25]([C:28]([O:30][C:31]([CH3:34])([CH3:33])[CH3:32])=[O:29])[CH2:26][CH2:27]1)=[O:20])[C:2]1[CH:3]=[CH:4][CH:5]=[CH:6][CH:7]=1.